Predict the product of the given reaction. From a dataset of Forward reaction prediction with 1.9M reactions from USPTO patents (1976-2016). (1) Given the reactants [C:1]([C:4]1[C:22](=[O:23])[C@@:8]2([CH3:24])[C:9]3[C:15]([OH:16])=[CH:14][C:13]([O:17][CH3:18])=[C:12]([C:19]([NH2:21])=[O:20])[C:10]=3[O:11][C:7]2=[CH:6][C:5]=1[OH:25])(=[O:3])[CH3:2].[F:26][C:27]1[C:32]([CH:33]=O)=[C:31]([F:35])[C:30]([F:36])=[C:29]([F:37])[C:28]=1[F:38].C([SiH](CC)CC)C.FC(F)(F)C(O)=O, predict the reaction product. The product is: [C:1]([C:4]1[C:22](=[O:23])[C@@:8]2([CH3:24])[C:9]3[C:15]([OH:16])=[CH:14][C:13]([O:17][CH3:18])=[C:12]([C:19]([NH:21][CH2:33][C:32]4[C:31]([F:35])=[C:30]([F:36])[C:29]([F:37])=[C:28]([F:38])[C:27]=4[F:26])=[O:20])[C:10]=3[O:11][C:7]2=[CH:6][C:5]=1[OH:25])(=[O:3])[CH3:2]. (2) Given the reactants [NH2:1][C:2]1[N:7]=[C:6]([C:8]2[N:12]([CH:13]([CH3:15])[CH3:14])[C:11]([CH3:16])=[N:10][CH:9]=2)[C:5]([F:17])=[CH:4][N:3]=1.Br[C:19]1[CH:20]=[CH:21][C:22]([C:25]([O:27][CH2:28][CH3:29])=[O:26])=[N:23][CH:24]=1.CC1(C)C2C(=C(P(C3C=CC=CC=3)C3C=CC=CC=3)C=CC=2)OC2C(P(C3C=CC=CC=3)C3C=CC=CC=3)=CC=CC1=2.C(=O)([O-])[O-].[Cs+].[Cs+], predict the reaction product. The product is: [F:17][C:5]1[C:6]([C:8]2[N:12]([CH:13]([CH3:14])[CH3:15])[C:11]([CH3:16])=[N:10][CH:9]=2)=[N:7][C:2]([NH:1][C:19]2[CH:20]=[CH:21][C:22]([C:25]([O:27][CH2:28][CH3:29])=[O:26])=[N:23][CH:24]=2)=[N:3][CH:4]=1. (3) Given the reactants Br[C:2]1[CH:7]=[C:6]([F:8])[C:5]([O:9][C@H:10]([CH2:12][CH3:13])[CH3:11])=[C:4]([F:14])[CH:3]=1.[CH3:15][N:16](C=O)C, predict the reaction product. The product is: [F:14][C:4]1[CH:3]=[C:2]([CH:7]=[C:6]([F:8])[C:5]=1[O:9][C@H:10]([CH2:12][CH3:13])[CH3:11])[C:15]#[N:16]. (4) Given the reactants [F:1][C:2]([F:18])([F:17])[C:3]([N:5]1[CH2:14][CH2:13][C:12]2[C:7](=[CH:8][CH:9]=[C:10]([CH:15]=O)[CH:11]=2)[CH2:6]1)=[O:4].[NH:19]1[CH2:22][CH2:21][CH2:20]1.C(O[BH-](OC(=O)C)OC(=O)C)(=O)C.[Na+].C(=O)([O-])O.[Na+], predict the reaction product. The product is: [N:19]1([CH2:15][C:10]2[CH:11]=[C:12]3[C:7](=[CH:8][CH:9]=2)[CH2:6][N:5]([C:3](=[O:4])[C:2]([F:18])([F:17])[F:1])[CH2:14][CH2:13]3)[CH2:22][CH2:21][CH2:20]1. (5) Given the reactants [H-].[Na+].[C:3]([NH:6][CH:7]([C:13]([O:15][CH2:16][CH3:17])=[O:14])[C:8]([O:10][CH2:11][CH3:12])=[O:9])(=[O:5])[CH3:4].[CH2:18]([C:22]1[CH:38]=[CH:37][C:25]([O:26][C:27]2[CH:32]=[CH:31][C:30]([C:33](=[O:36])[CH2:34]Cl)=[CH:29][CH:28]=2)=[CH:24][CH:23]=1)[CH2:19][CH2:20][CH3:21], predict the reaction product. The product is: [C:3]([NH:6][C:7]([CH2:34][C:33]([C:30]1[CH:31]=[CH:32][C:27]([O:26][C:25]2[CH:37]=[CH:38][C:22]([CH2:18][CH2:19][CH2:20][CH3:21])=[CH:23][CH:24]=2)=[CH:28][CH:29]=1)=[O:36])([C:13]([O:15][CH2:16][CH3:17])=[O:14])[C:8]([O:10][CH2:11][CH3:12])=[O:9])(=[O:5])[CH3:4]. (6) Given the reactants C([N:8]1[CH2:13][CH2:12][N:11]([C:14]2[CH:19]=[CH:18][CH:17]=[CH:16][C:15]=2[CH2:20][O:21][CH3:22])[CH2:10][CH2:9]1)C1C=CC=CC=1.C([O-])=O.[NH4+], predict the reaction product. The product is: [CH3:22][O:21][CH2:20][C:15]1[CH:16]=[CH:17][CH:18]=[CH:19][C:14]=1[N:11]1[CH2:12][CH2:13][NH:8][CH2:9][CH2:10]1.